This data is from Full USPTO retrosynthesis dataset with 1.9M reactions from patents (1976-2016). The task is: Predict the reactants needed to synthesize the given product. (1) Given the product [CH3:3][O:4][C:5]([CH:7]1[CH2:11][CH2:10][C:9](=[O:12])[N:8]1[CH2:13][C:14]1[CH:19]=[CH:18][CH:17]=[CH:16][CH:15]=1)=[O:6], predict the reactants needed to synthesize it. The reactants are: [H-].[Na+].[CH3:3][O:4][C:5]([CH:7]1[CH2:11][CH2:10][C:9](=[O:12])[NH:8]1)=[O:6].[CH2:13](Br)[C:14]1[CH:19]=[CH:18][CH:17]=[CH:16][CH:15]=1. (2) Given the product [CH3:1][C:2](=[CH:8][C:9]1[CH:14]=[CH:13][C:12]([O:15][CH2:16][CH2:17][C:18]2[CH:23]=[CH:22][CH:21]=[C:20]([NH:24][CH3:25])[N:19]=2)=[CH:11][CH:10]=1)[CH2:3][C:4]([OH:6])=[O:5], predict the reactants needed to synthesize it. The reactants are: [CH3:1][C:2](=[CH:8][C:9]1[CH:14]=[CH:13][C:12]([O:15][CH2:16][CH2:17][C:18]2[CH:23]=[CH:22][CH:21]=[C:20]([NH:24][CH3:25])[N:19]=2)=[CH:11][CH:10]=1)[CH2:3][C:4]([O:6]C)=[O:5].C1(C(CC2C=CC(OCCC3C=CC=C(NC)N=3)=CC=2)CC(OCC)=O)C=CC=CC=1.